This data is from Forward reaction prediction with 1.9M reactions from USPTO patents (1976-2016). The task is: Predict the product of the given reaction. (1) The product is: [C:1]1([C:11]([C:13]2[CH:41]=[CH:40][C:16]3[N:17]([CH2:21][CH2:22][O:23][C:24]4[CH:39]=[CH:38][C:27]([CH2:28][CH:29]([C:34]([O:36][CH3:37])=[O:35])[C:30]([O:32][CH3:33])=[O:31])=[CH:26][CH:25]=4)[C:18](=[O:20])[S:19][C:15]=3[CH:14]=2)=[O:12])[C:10]2[C:5](=[CH:6][CH:7]=[CH:8][CH:9]=2)[CH:4]=[CH:3][CH:2]=1. Given the reactants [C:1]1([C:11]([C:13]2[CH:41]=[CH:40][C:16]3[N:17]([CH2:21][CH2:22][O:23][C:24]4[CH:39]=[CH:38][C:27]([CH:28]=[C:29]([C:34]([O:36][CH3:37])=[O:35])[C:30]([O:32][CH3:33])=[O:31])=[CH:26][CH:25]=4)[C:18](=[O:20])[S:19][C:15]=3[CH:14]=2)=[O:12])[C:10]2[C:5](=[CH:6][CH:7]=[CH:8][CH:9]=2)[CH:4]=[CH:3][CH:2]=1.C(OC(C)C)(C)C, predict the reaction product. (2) Given the reactants [O:1]1[CH:5]=[CH:4][CH:3]=[C:2]1[C:6]([C:8]1[CH:9]=[C:10]([C@@H:14]([CH3:18])[C:15]([OH:17])=O)[CH:11]=[CH:12][CH:13]=1)=[O:7].O1CCOCC1.C1CCC(N=C=NC2CCCCC2)CC1.C1C=CC2N(O)N=NC=2C=1.Cl.[CH3:51][O:52][C:53](=[O:57])[CH:54]([CH3:56])[NH2:55], predict the reaction product. The product is: [CH3:51][O:52][C:53](=[O:57])[CH:54]([NH:55][C:15](=[O:17])[C@@H:14]([C:10]1[CH:11]=[CH:12][CH:13]=[C:8]([C:6]([C:2]2[O:1][CH:5]=[CH:4][CH:3]=2)=[O:7])[CH:9]=1)[CH3:18])[CH3:56].